This data is from Forward reaction prediction with 1.9M reactions from USPTO patents (1976-2016). The task is: Predict the product of the given reaction. (1) Given the reactants [OH:1][C:2]1[CH:10]=[CH:9][C:8](NCC2C(F)=C(F)C(C(F)(F)F)=C(F)C=2F)=[CH:7][C:3]=1C(O)=O.[F:27][C:28]([F:39])([F:38])[C:29](O[C:29](=[O:30])[C:28]([F:39])([F:38])[F:27])=[O:30], predict the reaction product. The product is: [F:27][C:28]([F:39])([F:38])[C:29]([O:1][C:2]1[CH:3]=[CH:7][CH:8]=[CH:9][CH:10]=1)=[O:30]. (2) Given the reactants [CH2:1]([O:3][NH:4][CH2:5][C:6]1[C:7]([F:29])=[C:8]([F:28])[C:9]([NH:19][C:20]2[CH:25]=[CH:24][C:23]([I:26])=[CH:22][C:21]=2[F:27])=[C:10]([CH:18]=1)[C:11]([NH:13][O:14][CH2:15][CH2:16][OH:17])=[O:12])[CH3:2].[C:30](ON1C(=O)C2C=CC=CC=2N=N1)(=[O:33])[CH2:31][CH3:32].C(O)(=O)CC, predict the reaction product. The product is: [CH2:1]([O:3][N:4]([CH2:5][C:6]1[C:7]([F:29])=[C:8]([F:28])[C:9]([NH:19][C:20]2[CH:25]=[CH:24][C:23]([I:26])=[CH:22][C:21]=2[F:27])=[C:10]([CH:18]=1)[C:11]([NH:13][O:14][CH2:15][CH2:16][OH:17])=[O:12])[C:30](=[O:33])[CH2:31][CH3:32])[CH3:2]. (3) The product is: [ClH:25].[NH2:8][CH2:9][C:10]1[CH:15]=[CH:14][C:13]([S:16]([CH2:19][CH2:20][C:21]([O:23][CH3:24])=[O:22])(=[O:18])=[O:17])=[CH:12][CH:11]=1. Given the reactants C(OC([NH:8][CH2:9][C:10]1[CH:15]=[CH:14][C:13]([S:16]([CH2:19][CH2:20][C:21]([O:23][CH3:24])=[O:22])(=[O:18])=[O:17])=[CH:12][CH:11]=1)=O)(C)(C)C.[ClH:25], predict the reaction product.